This data is from Full USPTO retrosynthesis dataset with 1.9M reactions from patents (1976-2016). The task is: Predict the reactants needed to synthesize the given product. (1) Given the product [F:26][C:15]([F:14])([F:25])[C:16]1[C:24]2[CH2:23][CH2:22][CH2:21][CH2:20][C:19]=2[N:18]([C:9]2[CH:10]=[CH:11][C:6]([CH2:5][C:4]([O:3][CH2:1][CH3:2])=[O:13])=[CH:7][CH:8]=2)[N:17]=1, predict the reactants needed to synthesize it. The reactants are: [CH2:1]([O:3][C:4](=[O:13])[CH2:5][C:6]1[CH:11]=[CH:10][C:9](Br)=[CH:8][CH:7]=1)[CH3:2].[F:14][C:15]([F:26])([F:25])[C:16]1[C:24]2[CH2:23][CH2:22][CH2:21][CH2:20][C:19]=2[NH:18][N:17]=1.C(=O)([O-])[O-].[K+].[K+].CN[C@@H]1CCCC[C@H]1NC. (2) The reactants are: [F:1][C:2]1[N:7]=[CH:6][C:5]([C:8]2[CH:13]=[CH:12][C:11](=[O:14])[N:10]([CH2:15][O:16][CH2:17][CH2:18][Si:19]([CH3:22])([CH3:21])[CH3:20])[CH:9]=2)=[CH:4][CH:3]=1. Given the product [F:1][C:2]1[N:7]=[CH:6][C:5]([CH:8]2[CH2:9][N:10]([CH2:15][O:16][CH2:17][CH2:18][Si:19]([CH3:21])([CH3:20])[CH3:22])[C:11](=[O:14])[CH2:12][CH2:13]2)=[CH:4][CH:3]=1, predict the reactants needed to synthesize it. (3) Given the product [OH:38][C:31]1[CH:32]=[C:33]([C@@H:34]([OH:37])[CH2:35][NH:36][CH:2]2[CH2:3][CH2:4][N:5]([C:8]3[CH:13]=[CH:12][CH:11]=[CH:10][C:9]=3[NH:14][S:15]([C:18]3[CH:23]=[CH:22][C:21]([NH:24][C:25](=[O:27])[CH3:26])=[CH:20][CH:19]=3)(=[O:16])=[O:17])[CH2:6][CH2:7]2)[CH:28]=[CH:29][C:30]=1[OH:39], predict the reactants needed to synthesize it. The reactants are: O=[C:2]1[CH2:7][CH2:6][N:5]([C:8]2[CH:13]=[CH:12][CH:11]=[CH:10][C:9]=2[NH:14][S:15]([C:18]2[CH:23]=[CH:22][C:21]([NH:24][C:25](=[O:27])[CH3:26])=[CH:20][CH:19]=2)(=[O:17])=[O:16])[CH2:4][CH2:3]1.[CH:28]1[C:33]([C@H:34]([OH:37])[CH2:35][NH2:36])=[CH:32][C:31]([OH:38])=[C:30]([OH:39])[CH:29]=1. (4) Given the product [NH2:7][CH2:8][CH2:9][CH2:10][N:11]([CH:21]([C:25]1[N:26]([CH2:36][C:37]2[CH:42]=[CH:41][CH:40]=[C:39]([F:43])[CH:38]=2)[C:27](=[O:35])[C:28]2[C:33]([CH3:34])=[N:32][O:31][C:29]=2[N:30]=1)[CH:22]([CH3:24])[CH3:23])[C:12](=[O:20])[C:13]1[CH:14]=[CH:15][C:16]([CH3:19])=[CH:17][CH:18]=1.[ClH:45].[NH2:7][CH2:8][CH2:9][CH2:10][N:11]([CH:21]([C:25]1[N:26]([CH2:36][C:37]2[CH:42]=[CH:41][CH:40]=[C:39]([F:43])[CH:38]=2)[C:27](=[O:35])[C:28]2[C:33]([CH3:34])=[N:32][O:31][C:29]=2[N:30]=1)[CH:22]([CH3:24])[CH3:23])[C:12](=[O:20])[C:13]1[CH:14]=[CH:15][C:16]([CH3:19])=[CH:17][CH:18]=1, predict the reactants needed to synthesize it. The reactants are: C(OC(=O)[NH:7][CH2:8][CH2:9][CH2:10][N:11]([CH:21]([C:25]1[N:26]([CH2:36][C:37]2[CH:42]=[CH:41][CH:40]=[C:39]([F:43])[CH:38]=2)[C:27](=[O:35])[C:28]2[C:33]([CH3:34])=[N:32][O:31][C:29]=2[N:30]=1)[CH:22]([CH3:24])[CH3:23])[C:12](=[O:20])[C:13]1[CH:18]=[CH:17][C:16]([CH3:19])=[CH:15][CH:14]=1)(C)(C)C.[ClH:45]. (5) The reactants are: C([O:5][C:6](=[O:51])[C:7]1[CH:12]=[CH:11][CH:10]=[C:9]([CH2:13][CH:14]([NH:28][C:29](=[O:48])[CH2:30][N:31]2[CH2:36][CH2:35][CH:34]([N:37](C(OC(C)(C)C)=O)C)[CH:33]([O:46][CH3:47])[CH2:32]2)[B:15]2[O:23]C3C(C)(C4CC(C3)C4(C)C)[O:16]2)[C:8]=1OC)(C)(C)C.B(Cl)(Cl)Cl. Given the product [NH2:37][CH:34]1[CH2:35][CH2:36][N:31]([CH2:30][C:29]([NH:28][CH:14]2[CH2:13][C:9]3[CH:10]=[CH:11][CH:12]=[C:7]([C:6]([OH:5])=[O:51])[C:8]=3[O:16][B:15]2[OH:23])=[O:48])[CH2:32][CH:33]1[O:46][CH3:47], predict the reactants needed to synthesize it. (6) Given the product [CH:1]([O:14][C:15](=[O:45])[C:16]1[CH:21]=[CH:20][CH:19]=[CH:18][C:17]=1[N:22]([C:33](=[O:44])[C:34]([O:36][CH2:37][C:38]1[CH:39]=[CH:40][CH:41]=[CH:42][CH:43]=1)=[O:35])[C:23]1[CH:24]=[CH:25][C:26]([CH2:29][CH:30]([OH:31])[CH2:32][NH:60][CH2:55][CH2:56][CH2:57][CH2:58][CH3:59])=[CH:27][CH:28]=1)([C:2]1[CH:7]=[CH:6][CH:5]=[CH:4][CH:3]=1)[C:8]1[CH:13]=[CH:12][CH:11]=[CH:10][CH:9]=1, predict the reactants needed to synthesize it. The reactants are: [CH:1]([O:14][C:15](=[O:45])[C:16]1[CH:21]=[CH:20][CH:19]=[CH:18][C:17]=1[N:22]([C:33](=[O:44])[C:34]([O:36][CH2:37][C:38]1[CH:43]=[CH:42][CH:41]=[CH:40][CH:39]=1)=[O:35])[C:23]1[CH:28]=[CH:27][C:26]([CH2:29][CH:30]2[CH2:32][O:31]2)=[CH:25][CH:24]=1)([C:8]1[CH:13]=[CH:12][CH:11]=[CH:10][CH:9]=1)[C:2]1[CH:7]=[CH:6][CH:5]=[CH:4][CH:3]=1.C(N(C(C)C)CC)(C)C.[CH2:55]([NH2:60])[CH2:56][CH2:57][CH2:58][CH3:59]. (7) Given the product [N:1]1[CH:6]=[CH:5][CH:4]=[C:3]([C:7]2[CH:8]=[C:9]3[C:15]([C:16]4[CH:17]=[C:18]([N:22]5[CH2:27][CH2:26][CH:25]([NH2:28])[CH2:24][CH2:23]5)[CH:19]=[N:20][CH:21]=4)=[N:14][NH:13][C:10]3=[CH:11][N:12]=2)[CH:2]=1, predict the reactants needed to synthesize it. The reactants are: [N:1]1[CH:6]=[CH:5][CH:4]=[C:3]([C:7]2[CH:8]=[C:9]3[C:15]([C:16]4[CH:17]=[C:18]([N:22]5[CH2:27][CH2:26][CH:25]([NH:28]C(=O)OC(C)(C)C)[CH2:24][CH2:23]5)[CH:19]=[N:20][CH:21]=4)=[N:14][N:13](C4CCCCO4)[C:10]3=[CH:11][N:12]=2)[CH:2]=1.C(Cl)Cl.FC(F)(F)C(O)=O.